This data is from Forward reaction prediction with 1.9M reactions from USPTO patents (1976-2016). The task is: Predict the product of the given reaction. (1) Given the reactants [Br-:1].[K+].BrBr.[F:5][C:6]1[CH:13]=[C:12]([O:14][CH3:15])[CH:11]=[CH:10][C:7]=1[CH:8]=[O:9], predict the reaction product. The product is: [Br:1][C:11]1[C:12]([O:14][CH3:15])=[CH:13][C:6]([F:5])=[C:7]([CH:10]=1)[CH:8]=[O:9]. (2) Given the reactants [NH:1]1[CH:5]=[CH:4][CH:3]=[N:2]1.C([O-])([O-])=O.[K+].[K+].Cl[CH2:13][C:14]([N:16]1[CH2:21][CH2:20][N:19]([C:22]2[CH:27]=[CH:26][C:25]([F:28])=[CH:24][CH:23]=2)[CH2:18][CH2:17]1)=[O:15], predict the reaction product. The product is: [F:28][C:25]1[CH:24]=[CH:23][C:22]([N:19]2[CH2:18][CH2:17][N:16]([C:14](=[O:15])[CH2:13][N:1]3[CH:5]=[CH:4][CH:3]=[N:2]3)[CH2:21][CH2:20]2)=[CH:27][CH:26]=1. (3) Given the reactants C1COCC1.[CH:6]1([C:9]2[C:18]([CH:19]3[CH2:21][CH2:20]3)=[CH:17][C:12]([C:13](OC)=[O:14])=[C:11]([O:22][CH:23]([CH3:25])[CH3:24])[CH:10]=2)[CH2:8][CH2:7]1.[H-].[Al+3].[Li+].[H-].[H-].[H-].[OH-].[Na+], predict the reaction product. The product is: [CH:6]1([C:9]2[C:18]([CH:19]3[CH2:21][CH2:20]3)=[CH:17][C:12]([CH2:13][OH:14])=[C:11]([O:22][CH:23]([CH3:25])[CH3:24])[CH:10]=2)[CH2:7][CH2:8]1. (4) Given the reactants Cl[C:2]1[N:3]=[C:4]([N:23]2[CH2:28][CH2:27][O:26][CH2:25][CH2:24]2)[C:5]2[N:11]=[C:10]([CH2:12][N:13]3[CH2:18][CH2:17][CH:16]([C:19]([OH:22])([CH3:21])[CH3:20])[CH2:15][CH2:14]3)[CH:9]=[CH:8][C:6]=2[N:7]=1.[NH2:29][C:30]1[CH:35]=[CH:34][CH:33]=[CH:32][C:31]=1[NH2:36], predict the reaction product. The product is: [NH2:29][C:30]1[CH:35]=[CH:34][CH:33]=[CH:32][C:31]=1[NH:36][C:2]1[N:3]=[C:4]([N:23]2[CH2:28][CH2:27][O:26][CH2:25][CH2:24]2)[C:5]2[N:11]=[C:10]([CH2:12][N:13]3[CH2:14][CH2:15][CH:16]([C:19]([OH:22])([CH3:21])[CH3:20])[CH2:17][CH2:18]3)[CH:9]=[CH:8][C:6]=2[N:7]=1. (5) Given the reactants [Si]([O:8][CH2:9][C:10]1[CH:15]=[C:14]([CH3:16])[C:13]([O:17][C:18](=[O:29])[CH:19]([NH:21][C:22]([O:24][C:25]([CH3:28])([CH3:27])[CH3:26])=[O:23])[CH3:20])=[C:12]([CH3:30])[CH:11]=1)(C(C)(C)C)(C)C.C1COCC1.O, predict the reaction product. The product is: [OH:8][CH2:9][C:10]1[CH:11]=[C:12]([CH3:30])[C:13]([O:17][C:18](=[O:29])[CH:19]([NH:21][C:22]([O:24][C:25]([CH3:27])([CH3:26])[CH3:28])=[O:23])[CH3:20])=[C:14]([CH3:16])[CH:15]=1. (6) Given the reactants FC(F)(F)S(O[C:7]1[CH:8]=[C:9]2[C:19]3[C:14](=[N:15][CH:16]=[C:17]([O:20][CH3:21])[CH:18]=3)[NH:13][C:10]2=[CH:11][N:12]=1)(=O)=O.[CH3:24][N:25]1[CH2:30][CH2:29][CH2:28][CH2:27][CH:26]1[CH2:31][CH2:32][N:33]1[CH:37]=[C:36](B2OC(C)(C)C(C)(C)O2)[CH:35]=[N:34]1.C(=O)([O-])[O-].[Cs+].[Cs+], predict the reaction product. The product is: [CH3:21][O:20][C:17]1[CH:18]=[C:19]2[C:9]3[C:10](=[CH:11][N:12]=[C:7]([C:36]4[CH:35]=[N:34][N:33]([CH2:32][CH2:31][CH:26]5[CH2:27][CH2:28][CH2:29][CH2:30][N:25]5[CH3:24])[CH:37]=4)[CH:8]=3)[NH:13][C:14]2=[N:15][CH:16]=1. (7) The product is: [CH2:1]([NH:3][C:4]([NH:6][C:7]1[CH:8]=[CH:9][C:10]([C:13]2[N:14]=[C:15]([N:23]3[CH2:28][CH2:27][O:26][CH2:25][C@@H:24]3[CH2:29][CH3:30])[C:16]3[CH2:22][CH2:21][N:20]([CH:39]4[CH2:40][CH2:41][O:36][CH2:37][CH2:38]4)[CH2:19][C:17]=3[N:18]=2)=[CH:11][CH:12]=1)=[O:5])[CH3:2]. Given the reactants [CH2:1]([NH:3][C:4]([NH:6][C:7]1[CH:12]=[CH:11][C:10]([C:13]2[N:14]=[C:15]([N:23]3[CH2:28][CH2:27][O:26][CH2:25][CH:24]3[CH2:29][CH3:30])[C:16]3[CH2:22][CH2:21][NH:20][CH2:19][C:17]=3[N:18]=2)=[CH:9][CH:8]=1)=[O:5])[CH3:2].CN(C)C=O.[O:36]1[CH2:41][CH2:40][C:39](=O)[CH2:38][CH2:37]1.C(O[BH-](OC(=O)C)OC(=O)C)(=O)C.[Na+], predict the reaction product.